This data is from Reaction yield outcomes from USPTO patents with 853,638 reactions. The task is: Predict the reaction yield, written as a fraction of the theoretical maximum amount of product (1.0 means a 100% yield; for example, 0.34 means a 34% yield). The reactants are [Cl:1][C:2]1[CH:7]=[C:6]([O:8][C:9]2[C:10]([CH3:18])=[N:11][C:12]([N+:15]([O-])=O)=[CH:13][CH:14]=2)[CH:5]=[CH:4][N:3]=1.O.O.[Sn](Cl)Cl.C([O-])(O)=O.[Na+]. The catalyst is CCO. The product is [Cl:1][C:2]1[CH:7]=[C:6]([O:8][C:9]2[CH:14]=[CH:13][C:12]([NH2:15])=[N:11][C:10]=2[CH3:18])[CH:5]=[CH:4][N:3]=1. The yield is 0.730.